Task: Predict the product of the given reaction.. Dataset: Forward reaction prediction with 1.9M reactions from USPTO patents (1976-2016) (1) Given the reactants [F:1][C:2]1[CH:7]=[C:6]([N+:8]([O-])=O)[C:5]([F:11])=[CH:4][C:3]=1[N:12]1[CH2:17][CH2:16][N:15]([CH:18](O)[CH3:19])[CH2:14][CH2:13]1.C[OH:22], predict the reaction product. The product is: [NH2:8][C:6]1[C:5]([F:11])=[CH:4][C:3]([N:12]2[CH2:17][CH2:16][N:15]([CH2:18][CH2:19][OH:22])[CH2:14][CH2:13]2)=[C:2]([F:1])[CH:7]=1. (2) Given the reactants [C:1]([CH:3]([CH:7]1[C:11]([Cl:12])=[C:10](Cl)C(=O)O1)[C:4]([NH2:6])=[O:5])#[N:2].Cl.[NH2:16][CH2:17][C:18]1[CH:23]=[C:22]([Cl:24])[CH:21]=[CH:20][C:19]=1[N:25]1[CH2:29][CH2:28][O:27][C:26]1=[O:30].C(=O)([O-])[O-].[K+].[K+], predict the reaction product. The product is: [ClH:12].[Cl:12][C:11]1[CH:7]=[C:3]([C:4]([NH2:6])=[O:5])[C:1](=[NH:2])[N:16]([CH2:17][C:18]2[CH:23]=[C:22]([Cl:24])[CH:21]=[CH:20][C:19]=2[N:25]2[CH2:29][CH2:28][O:27][C:26]2=[O:30])[CH:10]=1. (3) Given the reactants O.O.O.O.[N+:5]([O-:8])([O-:7])=[O:6].[Ca+2:9].[N+:10]([O-:13])([O-:12])=[O:11], predict the reaction product. The product is: [N+:5]([O-:8])([O-:7])=[O:6].[Ca+2:9].[N+:10]([O-:13])([O-:12])=[O:11]. (4) Given the reactants [CH3:1][C:2]1([CH3:42])[CH2:13][C:12]2[CH:11]=[C:10]3[N:5]([CH2:6][CH2:7][N:8]([C:15]4[CH:16]=[N:17][CH:18]=[C:19]([C:23]5[CH:28]=[C:27]([NH:29][C:30]6[CH:39]=[C:33]7[CH2:34][N:35]([CH3:38])[CH2:36][CH2:37][N:32]7[N:31]=6)[C:26](=[O:40])[N:25]([CH3:41])[CH:24]=5)[C:20]=4[CH:21]=[O:22])[C:9]3=[O:14])[C:4]=2[CH2:3]1.[BH4-].[Na+], predict the reaction product. The product is: [OH:22][CH2:21][C:20]1[C:15]([N:8]2[CH2:7][CH2:6][N:5]3[C:4]4[CH2:3][C:2]([CH3:1])([CH3:42])[CH2:13][C:12]=4[CH:11]=[C:10]3[C:9]2=[O:14])=[CH:16][N:17]=[CH:18][C:19]=1[C:23]1[CH:28]=[C:27]([NH:29][C:30]2[CH:39]=[C:33]3[CH2:34][N:35]([CH3:38])[CH2:36][CH2:37][N:32]3[N:31]=2)[C:26](=[O:40])[N:25]([CH3:41])[CH:24]=1. (5) Given the reactants [CH3:1][O:2][C:3]([C:5]1[CH:9]=[C:8]([CH3:10])[O:7][N:6]=1)=[O:4].BrN1C(=O)CCC1=O.C(OOC(=O)C1C=CC=CC=1)(=O)C1C=CC=CC=1.[NH:37]1[CH2:42][CH2:41][O:40][CH2:39][CH2:38]1, predict the reaction product. The product is: [CH3:1][O:2][C:3]([C:5]1[CH:9]=[C:8]([CH2:10][N:37]2[CH2:42][CH2:41][O:40][CH2:39][CH2:38]2)[O:7][N:6]=1)=[O:4].